This data is from Reaction yield outcomes from USPTO patents with 853,638 reactions. The task is: Predict the reaction yield, written as a fraction of the theoretical maximum amount of product (1.0 means a 100% yield; for example, 0.34 means a 34% yield). The reactants are Cl[C:2]1[CH:7]=[C:6]([C:8]2[N:9]=[C:10]3[C:16]([C:17](=[O:22])[C:18]([CH3:21])([CH3:20])[CH3:19])=[CH:15][NH:14][C:11]3=[N:12][CH:13]=2)[CH:5]=[CH:4][N:3]=1.[C:23]1(B(O)O)[CH2:27][CH2:26][CH2:25][CH:24]=1.C(=O)([O-])[O-].[K+].[K+].C(Cl)Cl. The catalyst is O1CCOCC1.O.C1C=CC(P(C2C=CC=CC=2)[C-]2C=CC=C2)=CC=1.C1C=CC(P(C2C=CC=CC=2)[C-]2C=CC=C2)=CC=1.Cl[Pd]Cl.[Fe+2]. The product is [C:23]1([C:2]2[CH:7]=[C:6]([C:8]3[N:9]=[C:10]4[C:16]([C:17](=[O:22])[C:18]([CH3:21])([CH3:20])[CH3:19])=[CH:15][NH:14][C:11]4=[N:12][CH:13]=3)[CH:5]=[CH:4][N:3]=2)[CH2:27][CH2:26][CH2:25][CH:24]=1. The yield is 0.250.